This data is from Forward reaction prediction with 1.9M reactions from USPTO patents (1976-2016). The task is: Predict the product of the given reaction. (1) Given the reactants [CH3:1][CH:2]([C:8]([O:10][CH2:11][CH3:12])=[O:9])[C:3]([O:5][CH2:6][CH3:7])=[O:4].C[Si]([N-][Si](C)(C)C)(C)C.[Li+].Br[CH2:24][C:25]#[C:26][C:27]1[CH:32]=[CH:31][CH:30]=[CH:29][CH:28]=1.P(Br)(Br)Br.N1C=CC=CC=1, predict the reaction product. The product is: [CH3:1][C:2]([CH2:24][C:25]#[C:26][C:27]1[CH:32]=[CH:31][CH:30]=[CH:29][CH:28]=1)([C:3]([O:5][CH2:6][CH3:7])=[O:4])[C:8]([O:10][CH2:11][CH3:12])=[O:9]. (2) Given the reactants CCN(C(C)C)C(C)C.[CH3:10][C:11]([CH3:15])=[CH:12][CH2:13]Br.[CH3:16][N:17]1[C:25]2[N:24]=[C:23]([Br:26])[NH:22][C:21]=2[C:20](=[O:27])[NH:19][C:18]1=[O:28], predict the reaction product. The product is: [CH3:16][N:17]1[C:25]2[N:24]=[C:23]([Br:26])[N:22]([CH2:13][CH:12]=[C:11]([CH3:15])[CH3:10])[C:21]=2[C:20](=[O:27])[NH:19][C:18]1=[O:28]. (3) The product is: [Br:1][C:2]1[CH:3]=[C:4]2[C:10]3([CH2:11][CH2:12][NH:13][CH2:14][CH2:15]3)[C:9](=[O:18])[NH:8][C:5]2=[CH:6][CH:7]=1. Given the reactants [Br:1][C:2]1[CH:3]=[C:4]2[C:10]3([CH2:15][CH2:14][N:13](C#N)[CH2:12][CH2:11]3)[C:9](=[O:18])[NH:8][C:5]2=[CH:6][CH:7]=1.[OH-].[Na+], predict the reaction product. (4) Given the reactants [CH3:1][O:2][C:3]1[CH:11]=[CH:10][CH:9]=[C:8]([O:12][CH3:13])[C:4]=1[CH:5]=[N:6][NH2:7].[C:14]1([C@H:20]([N:22]=[C:23]=[S:24])[CH3:21])[CH:19]=[CH:18][CH:17]=[CH:16][CH:15]=1, predict the reaction product. The product is: [CH3:13][O:12][C:8]1[CH:9]=[CH:10][CH:11]=[C:3]([O:2][CH3:1])[C:4]=1/[CH:5]=[N:6]/[NH:7][C:23]([NH:22][C@@H:20]([C:14]1[CH:19]=[CH:18][CH:17]=[CH:16][CH:15]=1)[CH3:21])=[S:24]. (5) Given the reactants Br[C:2]1[C:3]([CH3:21])=[N:4][N:5]([CH2:14][C:15]2[CH:16]=[N:17][CH:18]=[CH:19][CH:20]=2)[C:6]=1[C:7]1[CH:12]=[CH:11][C:10]([F:13])=[CH:9][CH:8]=1.CC1(C)C(C)(C)OB([C:30]2[CH:31]=[CH:32][C:33]3[O:38][CH2:37][C:36](=[O:39])[NH:35][C:34]=3[CH:40]=2)O1.C(=O)([O-])[O-].[Cs+].[Cs+], predict the reaction product. The product is: [F:13][C:10]1[CH:11]=[CH:12][C:7]([C:6]2[N:5]([CH2:14][C:15]3[CH:16]=[N:17][CH:18]=[CH:19][CH:20]=3)[N:4]=[C:3]([CH3:21])[C:2]=2[C:30]2[CH:31]=[CH:32][C:33]3[O:38][CH2:37][C:36](=[O:39])[NH:35][C:34]=3[CH:40]=2)=[CH:8][CH:9]=1. (6) Given the reactants [NH2:1][CH2:2][CH2:3][S:4][C:5]1[N:6]=[CH:7][N:8]2[CH:12]=[C:11]([C:13]3[C@H:14]([CH3:27])[C@@H:15]4[C@@H:22]([C@H:23]([OH:25])[CH3:24])[C:21](=[O:26])[N:16]4[C:17]=3[C:18]([O-:20])=[O:19])[S:10][C:9]=12.[Na+:28].Cl.C(O[C:33](=[NH:35])[CH3:34])C, predict the reaction product. The product is: [C:33]([NH:1][CH2:2][CH2:3][S:4][C:5]1[N:6]=[CH:7][N:8]2[CH:12]=[C:11]([C:13]3[C@H:14]([CH3:27])[C@@H:15]4[C@@H:22]([C@H:23]([OH:25])[CH3:24])[C:21](=[O:26])[N:16]4[C:17]=3[C:18]([O-:20])=[O:19])[S:10][C:9]=12)(=[NH:35])[CH3:34].[Na+:28].